Task: Predict which catalyst facilitates the given reaction.. Dataset: Catalyst prediction with 721,799 reactions and 888 catalyst types from USPTO (1) Reactant: C[O:2][C:3](=[O:34])[C:4]1[CH:33]=[CH:32][CH:31]=[C:6]([C:7]([N:9]([CH3:30])[CH2:10][C:11]2[CH:16]=[CH:15][C:14]([C:17]([N:19]3[CH2:25][C:24]4([CH3:27])[CH2:26][CH:20]3[CH2:21][C:22]([CH3:29])([CH3:28])[CH2:23]4)=[O:18])=[CH:13][CH:12]=2)=[O:8])[CH:5]=1.O.[OH-].[Na+]. Product: [CH3:30][N:9]([CH2:10][C:11]1[CH:16]=[CH:15][C:14]([C:17]([N:19]2[CH2:25][C:24]3([CH3:27])[CH2:26][CH:20]2[CH2:21][C:22]([CH3:29])([CH3:28])[CH2:23]3)=[O:18])=[CH:13][CH:12]=1)[C:7](=[O:8])[C:6]1[CH:5]=[C:4]([CH:33]=[CH:32][CH:31]=1)[C:3]([OH:34])=[O:2]. The catalyst class is: 14. (2) Reactant: C[C:2]1[C:7]([C:8]#[N:9])=[C:6]([S:10][CH2:11][CH:12]=O)[N:5]=[C:4]([CH3:14])[CH:3]=1.[O:15]1[C:20]2[CH:21]=[CH:22][CH:23]=[C:24]([N:25]3[CH2:30][CH2:29][NH:28][CH2:27][CH2:26]3)[C:19]=2[O:18][CH2:17][CH2:16]1.C(O[BH-](OC(=O)C)OC(=O)C)(=O)C.[Na+].C([O-])([O-])=O.[Na+].[Na+]. Product: [O:15]1[C:20]2[CH:21]=[CH:22][CH:23]=[C:24]([N:25]3[CH2:30][CH2:29][N:28]([CH2:12][CH2:11][S:10][C:6]4[N:5]=[C:4]([CH3:14])[CH:3]=[CH:2][C:7]=4[C:8]#[N:9])[CH2:27][CH2:26]3)[C:19]=2[O:18][CH2:17][CH2:16]1. The catalyst class is: 825. (3) Reactant: [N:1]1[N:2]=[C:3]([C:10]2[CH:19]=[CH:18][C:17]3[C:12](=[C:13]([O:20][CH2:21][C:22]4([OH:35])[CH2:27][CH2:26][N:25]([C:28]([O:30][C:31]([CH3:34])([CH3:33])[CH3:32])=[O:29])[CH2:24][CH2:23]4)[CH:14]=[CH:15][CH:16]=3)[N:11]=2)[N:4]2[CH:9]=[CH:8][CH:7]=[CH:6][C:5]=12.[H-].[Na+].I[CH3:39]. Product: [N:1]1[N:2]=[C:3]([C:10]2[CH:19]=[CH:18][C:17]3[C:12](=[C:13]([O:20][CH2:21][C:22]4([O:35][CH3:39])[CH2:27][CH2:26][N:25]([C:28]([O:30][C:31]([CH3:32])([CH3:34])[CH3:33])=[O:29])[CH2:24][CH2:23]4)[CH:14]=[CH:15][CH:16]=3)[N:11]=2)[N:4]2[CH:9]=[CH:8][CH:7]=[CH:6][C:5]=12. The catalyst class is: 3.